From a dataset of Full USPTO retrosynthesis dataset with 1.9M reactions from patents (1976-2016). Predict the reactants needed to synthesize the given product. (1) Given the product [F:28][C:15]([F:14])([F:27])[O:16][C:17]1[CH:22]=[CH:21][C:20]([S:23]([NH:9][C:8]2[CH:10]=[CH:11][CH:12]=[CH:13][C:7]=2[C:6]#[C:5][Si:2]([CH3:3])([CH3:4])[CH3:1])(=[O:25])=[O:24])=[CH:19][CH:18]=1, predict the reactants needed to synthesize it. The reactants are: [CH3:1][Si:2]([C:5]#[C:6][C:7]1[CH:13]=[CH:12][CH:11]=[CH:10][C:8]=1[NH2:9])([CH3:4])[CH3:3].[F:14][C:15]([F:28])([F:27])[O:16][C:17]1[CH:22]=[CH:21][C:20]([S:23](Cl)(=[O:25])=[O:24])=[CH:19][CH:18]=1.N1C=CC=CC=1. (2) Given the product [C:26]([OH:28])(=[O:27])[CH3:25].[CH3:21][CH:20]([NH2:22])[CH2:19][CH:16]1[CH2:15][CH2:14][N:13]([CH3:12])[CH2:18][CH2:17]1, predict the reactants needed to synthesize it. The reactants are: S(C1C=CC(C)=CC=1)([O-])(=O)=O.[CH3:12][N+:13]1[CH:18]=[CH:17][C:16]([CH:19]=[C:20]([N+:22]([O-])=O)[CH3:21])=[CH:15][CH:14]=1.[CH3:25][C:26]([OH:28])=[O:27]. (3) Given the product [CH3:21][O:22][C:23](=[O:24])[C:25]1[CH:30]=[CH:29][C:28]([CH2:31][N:9]2[CH:10]=[C:11]([C:13]3[CH:18]=[CH:17][C:16]([Cl:19])=[CH:15][C:14]=3[Cl:20])[N:12]=[C:8]2[C:5]2[CH:4]=[CH:3][C:2]([Br:1])=[CH:7][CH:6]=2)=[CH:27][CH:26]=1, predict the reactants needed to synthesize it. The reactants are: [Br:1][C:2]1[CH:7]=[CH:6][C:5]([C:8]2[NH:9][CH:10]=[C:11]([C:13]3[CH:18]=[CH:17][C:16]([Cl:19])=[CH:15][C:14]=3[Cl:20])[N:12]=2)=[CH:4][CH:3]=1.[CH3:21][O:22][C:23]([C:25]1[CH:30]=[CH:29][C:28]([CH2:31]Br)=[CH:27][CH:26]=1)=[O:24]. (4) Given the product [CH3:1][C:2]1[C:3]([CH2:8][N:9]([CH2:19][C:20]2[C:21]([CH2:25][N:26]3[C:34](=[O:35])[C:33]4[C:28](=[CH:29][CH:30]=[CH:31][CH:32]=4)[C:27]3=[O:36])=[CH:22][S:23][CH:24]=2)[CH2:10][C:11]2[C:16]([CH3:17])=[CH:15][CH:14]=[CH:13][N:12]=2)=[N:4][CH:5]=[CH:6][CH:7]=1, predict the reactants needed to synthesize it. The reactants are: [CH3:1][C:2]1[C:3]([CH2:8][NH:9][CH2:10][C:11]2[C:16]([CH3:17])=[CH:15][CH:14]=[CH:13][N:12]=2)=[N:4][CH:5]=[CH:6][CH:7]=1.Br[CH2:19][C:20]1[C:21]([CH2:25][N:26]2[C:34](=[O:35])[C:33]3[C:28](=[CH:29][CH:30]=[CH:31][CH:32]=3)[C:27]2=[O:36])=[CH:22][S:23][CH:24]=1.CCN(C(C)C)C(C)C.